This data is from Full USPTO retrosynthesis dataset with 1.9M reactions from patents (1976-2016). The task is: Predict the reactants needed to synthesize the given product. (1) Given the product [Cl:8][C:20]1[CH:21]=[N:22][N:23]([CH3:24])[C:19]=1[C:11]1[CH:12]=[C:13]([C:15]([OH:17])=[O:16])[S:14][C:10]=1[CH3:9], predict the reactants needed to synthesize it. The reactants are: C1C(=O)N([Cl:8])C(=O)C1.[CH3:9][C:10]1[S:14][C:13]([C:15]([O:17]C)=[O:16])=[CH:12][C:11]=1[C:19]1[N:23]([CH3:24])[N:22]=[CH:21][CH:20]=1.[OH-].[Na+]. (2) Given the product [CH3:1][C:2]1[CH:8]=[CH:7][C:6]([N+:9]([O-:11])=[O:10])=[CH:5][C:3]=1[NH2:4].[N+:12]([O-:15])([OH:14])=[O:13].[NH2:17][C:16]([NH2:4])=[NH:18], predict the reactants needed to synthesize it. The reactants are: [CH3:1][C:2]1[CH:8]=[CH:7][C:6]([N+:9]([O-:11])=[O:10])=[CH:5][C:3]=1[NH2:4].[N+:12]([O-:15])([OH:14])=[O:13].[C:16]([NH-:18])#[N:17]. (3) Given the product [CH:16]1([CH2:21][C@H:22]([CH2:26][N:27]([CH:36]=[O:37])[O:28][CH2:29][C:30]2[CH:35]=[CH:34][CH:33]=[CH:32][CH:31]=2)[C:23]([F:1])=[O:24])[CH2:20][CH2:19][CH2:18][CH2:17]1, predict the reactants needed to synthesize it. The reactants are: [F:1]C1N=C(F)N=C(F)N=1.N1C=CC=CC=1.[CH:16]1([CH2:21][C@H:22]([CH2:26][N:27]([CH:36]=[O:37])[O:28][CH2:29][C:30]2[CH:35]=[CH:34][CH:33]=[CH:32][CH:31]=2)[C:23](O)=[O:24])[CH2:20][CH2:19][CH2:18][CH2:17]1.C(O)(=O)CC(CC(O)=O)(C(O)=O)O. (4) Given the product [F:39][C:36]1[CH:35]=[CH:34][C:33]([CH:9]([OH:8])[CH2:10][CH2:11][CH:12]2[C:15](=[O:16])[N:14]([C:17]3[CH:24]=[CH:23][C:20]([C:21]#[N:22])=[CH:19][CH:18]=3)[CH:13]2[C:25]2[CH:26]=[CH:27][C:28]([O:31][CH3:32])=[CH:29][CH:30]=2)=[CH:38][CH:37]=1, predict the reactants needed to synthesize it. The reactants are: [Si]([O:8][CH:9]([C:33]1[CH:38]=[CH:37][C:36]([F:39])=[CH:35][CH:34]=1)[CH2:10][CH2:11][CH:12]1[C:15](=[O:16])[N:14]([C:17]2[CH:24]=[CH:23][C:20]([C:21]#[N:22])=[CH:19][CH:18]=2)[CH:13]1[C:25]1[CH:30]=[CH:29][C:28]([O:31][CH3:32])=[CH:27][CH:26]=1)(C(C)(C)C)(C)C.C(O)(=O)C.[F-].C([N+](CCCC)(CCCC)CCCC)CCC.